From a dataset of Forward reaction prediction with 1.9M reactions from USPTO patents (1976-2016). Predict the product of the given reaction. (1) Given the reactants Br[C:2]1[CH:3]=[CH:4][C:5]([O:10][CH3:11])=[C:6]([CH:9]=1)[CH:7]=[O:8].[S:12]1[CH:16]=[CH:15][C:14](B(O)O)=[CH:13]1, predict the reaction product. The product is: [CH3:11][O:10][C:5]1[CH:4]=[CH:3][C:2]([C:14]2[CH:15]=[CH:16][S:12][CH:13]=2)=[CH:9][C:6]=1[CH:7]=[O:8]. (2) Given the reactants Cl[C:2]1[CH:11]=[C:10]([CH3:12])[C:9]2[C:4](=[C:5]([CH3:13])[CH:6]=[CH:7][CH:8]=2)[N:3]=1.[NH2:14][NH2:15], predict the reaction product. The product is: [NH:14]([C:2]1[CH:11]=[C:10]([CH3:12])[C:9]2[C:4](=[C:5]([CH3:13])[CH:6]=[CH:7][CH:8]=2)[N:3]=1)[NH2:15].